The task is: Predict the reaction yield, written as a fraction of the theoretical maximum amount of product (1.0 means a 100% yield; for example, 0.34 means a 34% yield).. This data is from Reaction yield outcomes from USPTO patents with 853,638 reactions. (1) The reactants are [NH2:1][C:2]1[CH:10]=[C:9]([O:11][CH3:12])[C:8]([O:13][CH3:14])=[CH:7][C:3]=1[C:4](O)=[O:5].[CH:15]([NH2:17])=O. The catalyst is O. The product is [CH3:14][O:13][C:8]1[CH:7]=[C:3]2[C:2](=[CH:10][C:9]=1[O:11][CH3:12])[N:1]=[CH:15][NH:17][C:4]2=[O:5]. The yield is 0.400. (2) The reactants are [C:1]([C:3]1[C:4]([CH:14]2[CH2:17][CH2:16][CH2:15]2)=[CH:5][C:6]([CH3:13])=[C:7]([CH:12]=1)[C:8]([O:10][CH3:11])=[O:9])#[N:2].C(=O)([O-])[O-:19].[K+].[K+].OO.OP(O)(O)=O. The catalyst is [Cl-].[Na+].O.CS(C)=O. The product is [C:1]([C:3]1[C:4]([CH:14]2[CH2:15][CH2:16][CH2:17]2)=[CH:5][C:6]([CH3:13])=[C:7]([CH:12]=1)[C:8]([O:10][CH3:11])=[O:9])(=[O:19])[NH2:2]. The yield is 0.550. (3) The reactants are Cl.[F:2][C:3]1[CH:4]=[C:5]2[C:10](=[C:11]([N:13]3[CH2:18][CH2:17][N:16]([CH3:19])[CH2:15][CH2:14]3)[CH:12]=1)[N:9]=[C:8]([C:20]([OH:22])=O)[CH:7]=[C:6]2[O:23][CH3:24].[O:25]1[CH2:30][CH2:29][N:28]([C:31]2[CH:37]=[CH:36][C:34]([NH2:35])=[CH:33][CH:32]=2)[CH2:27][CH2:26]1.CN(C(ON1N=NC2C=CC=CC1=2)=[N+](C)C)C.[B-](F)(F)(F)F.C1C=CC2N(O)N=NC=2C=1. The catalyst is CN(C=O)C. The product is [N:28]1([C:31]2[CH:32]=[CH:33][C:34]([NH:35][C:20]([C:8]3[CH:7]=[C:6]([O:23][CH3:24])[C:5]4[C:10](=[C:11]([N:13]5[CH2:18][CH2:17][N:16]([CH3:19])[CH2:15][CH2:14]5)[CH:12]=[C:3]([F:2])[CH:4]=4)[N:9]=3)=[O:22])=[CH:36][CH:37]=2)[CH2:27][CH2:26][O:25][CH2:30][CH2:29]1. The yield is 0.930. (4) The reactants are [F:1][C:2]1[CH:7]=[C:6]([O:8][CH2:9][C:10]([F:13])([F:12])[F:11])[C:5]([N+:14]([O-:16])=[O:15])=[CH:4][C:3]=1[S:17](Cl)(=[O:19])=[O:18].Cl.CN.C[CH2:25][N:26](CC)CC.Cl. The catalyst is C1COCC1.O. The product is [F:1][C:2]1[CH:7]=[C:6]([O:8][CH2:9][C:10]([F:13])([F:12])[F:11])[C:5]([N+:14]([O-:16])=[O:15])=[CH:4][C:3]=1[S:17]([NH:26][CH3:25])(=[O:19])=[O:18]. The yield is 0.720. (5) The reactants are [C:1]1([CH3:7])[CH:6]=[CH:5][CH:4]=[CH:3][CH:2]=1.[CH3:8][S:9](Cl)(=[O:11])=[O:10].[OH2:13]. No catalyst specified. The product is [CH3:8][S:9]([O:11][CH2:7][CH:1]1[CH:6]=[CH:5][CH2:4][CH2:3][CH2:2]1)(=[O:13])=[O:10]. The yield is 0.980. (6) The reactants are [NH:1]([C:3]1[N:4]=[C:5]2[CH:11]=[CH:10][N:9]([S:12]([C:15]3[CH:21]=[CH:20][C:18]([CH3:19])=[CH:17][CH:16]=3)(=[O:14])=[O:13])[C:6]2=[N:7][CH:8]=1)[NH2:2].[C:22]([O:26][C:27]([NH:29][C@H:30]1[CH2:34][CH2:33][C@@H:32]([C:35](O)=[O:36])[CH2:31]1)=[O:28])([CH3:25])([CH3:24])[CH3:23].CCN=C=NCCCN(C)C.Cl.O. The catalyst is C(Cl)Cl. The product is [S:12]([N:9]1[C:6]2=[N:7][CH:8]=[C:3]([NH:1][NH:2][C:35]([C@@H:32]3[CH2:33][CH2:34][C@H:30]([NH:29][C:27](=[O:28])[O:26][C:22]([CH3:24])([CH3:23])[CH3:25])[CH2:31]3)=[O:36])[N:4]=[C:5]2[CH:11]=[CH:10]1)([C:15]1[CH:21]=[CH:20][C:18]([CH3:19])=[CH:17][CH:16]=1)(=[O:13])=[O:14]. The yield is 0.970. (7) The reactants are C(OC(=O)[NH:7][CH:8]1[CH2:13][CH2:12][CH:11]([N:14]([C:30]([C:32]2[S:36][C:35]3[CH:37]=[CH:38][CH:39]=[C:40]([F:41])[C:34]=3[C:33]=2[Cl:42])=[O:31])[CH2:15][C:16]2[CH:21]=[C:20]([C:22]3[CH:23]=[N:24][CH:25]=[CH:26][CH:27]=3)[CH:19]=[CH:18][C:17]=2[O:28][CH3:29])[CH2:10][CH2:9]1)(C)(C)C.FC(F)(F)C(O)=O. The catalyst is C(Cl)Cl. The product is [NH2:7][CH:8]1[CH2:13][CH2:12][CH:11]([N:14]([CH2:15][C:16]2[CH:21]=[C:20]([C:22]3[CH:23]=[N:24][CH:25]=[CH:26][CH:27]=3)[CH:19]=[CH:18][C:17]=2[O:28][CH3:29])[C:30]([C:32]2[S:36][C:35]3[CH:37]=[CH:38][CH:39]=[C:40]([F:41])[C:34]=3[C:33]=2[Cl:42])=[O:31])[CH2:10][CH2:9]1. The yield is 0.480. (8) The reactants are [CH2:1]([N:8]([CH2:31][CH:32]([O:36][CH2:37][CH3:38])[O:33][CH2:34][CH3:35])[C:9](=[O:30])[C@@H:10]([NH:12]C(=O)OCC1C2C=CC=CC=2C2C1=CC=CC=2)[CH3:11])[C:2]1[CH:7]=[CH:6][CH:5]=[CH:4][CH:3]=1.N1CCCCC1.ClCCl. No catalyst specified. The product is [NH2:12][C@@H:10]([CH3:11])[C:9]([N:8]([CH2:1][C:2]1[CH:3]=[CH:4][CH:5]=[CH:6][CH:7]=1)[CH2:31][CH:32]([O:36][CH2:37][CH3:38])[O:33][CH2:34][CH3:35])=[O:30]. The yield is 1.00. (9) The reactants are [F:1][C:2]1[CH:7]=[CH:6][C:5]([CH:8]2[CH:17]([C:18]3[N:22]([CH3:23])[CH:21]=[N:20][N:19]=3)[C:16](=O)[C:15]3[C:14]([C:25]([O:27]CC)=O)=[CH:13][CH:12]=[CH:11][C:10]=3[NH:9]2)=[CH:4][CH:3]=1.O.[NH2:31][NH2:32]. The catalyst is CO. The product is [F:1][C:2]1[CH:3]=[CH:4][C:5]([CH:8]2[NH:9][C:10]3[C:15]4[C:16](=[N:31][NH:32][C:25](=[O:27])[C:14]=4[CH:13]=[CH:12][CH:11]=3)[CH:17]2[C:18]2[N:22]([CH3:23])[CH:21]=[N:20][N:19]=2)=[CH:6][CH:7]=1. The yield is 0.180.